This data is from Full USPTO retrosynthesis dataset with 1.9M reactions from patents (1976-2016). The task is: Predict the reactants needed to synthesize the given product. (1) Given the product [OH:1][C:2]1[CH:3]=[C:4]2[C:9](=[CH:10][CH:11]=1)[N:8]=[CH:7][C:6]([C:12]([O:14][CH3:20])=[O:13])=[CH:5]2, predict the reactants needed to synthesize it. The reactants are: [OH:1][C:2]1[CH:3]=[C:4]2[C:9](=[CH:10][CH:11]=1)[N:8]=[CH:7][C:6]([C:12]([OH:14])=[O:13])=[CH:5]2.S(=O)(=O)(O)O.[C:20](=O)(O)[O-].[Na+]. (2) Given the product [CH3:1][N:2]([CH3:16])[S:3]([C:6]1[C:14]2[C:9](=[CH:10][CH:11]=[C:12]([F:15])[CH:13]=2)[N:8]([NH2:17])[CH:7]=1)(=[O:4])=[O:5], predict the reactants needed to synthesize it. The reactants are: [CH3:1][N:2]([CH3:16])[S:3]([C:6]1[C:14]2[C:9](=[CH:10][CH:11]=[C:12]([F:15])[CH:13]=2)[NH:8][CH:7]=1)(=[O:5])=[O:4].[NH2:17]OS(O)(=O)=O. (3) Given the product [Cl:37][C:29]1[CH:28]=[C:27]([CH:32]=[C:31]([C:33]([F:36])([F:34])[F:35])[CH:30]=1)[CH2:26][N:19]([C:20]1[N:21]=[N:22][N:23]([CH3:25])[N:24]=1)[C@H:15]1[CH2:16][CH2:17][CH2:18][N:12]([CH2:11][CH:8]2[CH2:7][CH2:6][CH:5]([CH2:4][C:3]([OH:47])=[O:2])[CH2:10][CH2:9]2)[C:13]2[CH:41]=[C:40]([C:42]([F:43])([F:44])[F:45])[C:39]([CH3:46])=[CH:38][C:14]1=2, predict the reactants needed to synthesize it. The reactants are: C[O:2][C:3](=[O:47])[CH2:4][CH:5]1[CH2:10][CH2:9][CH:8]([CH2:11][N:12]2[CH2:18][CH2:17][CH2:16][C@H:15]([N:19]([CH2:26][C:27]3[CH:32]=[C:31]([C:33]([F:36])([F:35])[F:34])[CH:30]=[C:29]([Cl:37])[CH:28]=3)[C:20]3[N:21]=[N:22][N:23]([CH3:25])[N:24]=3)[C:14]3[CH:38]=[C:39]([CH3:46])[C:40]([C:42]([F:45])([F:44])[F:43])=[CH:41][C:13]2=3)[CH2:7][CH2:6]1.[OH-].[Na+]. (4) Given the product [Cl:13][C:10]1[CH:11]=[CH:12][C:7]([C:6]2[N:1]=[C:2]([CH3:3])[NH:4][N:5]=2)=[CH:8][CH:9]=1, predict the reactants needed to synthesize it. The reactants are: [NH:1]=[C:2]([NH:4][NH:5][C:6](=O)[C:7]1[CH:12]=[CH:11][C:10]([Cl:13])=[CH:9][CH:8]=1)[CH3:3]. (5) Given the product [C:25]([C:26]([CH3:29])([CH2:30][C:31]1[CH:36]=[CH:35][CH:34]=[CH:33][CH:32]=1)[CH2:27][NH:28][C:21]([C:11]1[C:10]([NH:9][C:7]([C:2]2[CH:3]=[CH:4][CH:5]=[CH:6][N:1]=2)=[O:8])=[CH:14][N:13]([CH:15]2[CH2:20][CH2:19][CH2:18][CH2:17][O:16]2)[N:12]=1)=[O:23])#[N:24], predict the reactants needed to synthesize it. The reactants are: [N:1]1[CH:6]=[CH:5][CH:4]=[CH:3][C:2]=1[C:7]([NH:9][C:10]1[C:11]([C:21]([OH:23])=O)=[N:12][N:13]([CH:15]2[CH2:20][CH2:19][CH2:18][CH2:17][O:16]2)[CH:14]=1)=[O:8].[NH2:24][CH2:25][C:26]([CH2:30][C:31]1[CH:36]=[CH:35][CH:34]=[CH:33][CH:32]=1)([CH3:29])[C:27]#[N:28].CCN=C=NCCCN(C)C.C1C=CC2N(O)N=NC=2C=1.C(=O)([O-])O.[Na+]. (6) Given the product [Cl:1][C:2]1[CH:20]=[C:19]([C:21]2[C:22]([OH:27])=[N:23][CH:24]=[CH:25][CH:26]=2)[CH:18]=[CH:17][C:3]=1[CH2:4][CH:5]1[CH2:9][CH2:8][N:7]([CH:10]2[CH2:15][CH2:14][CH2:13][CH2:12][CH2:11]2)[C:6]1=[O:16], predict the reactants needed to synthesize it. The reactants are: [Cl:1][C:2]1[CH:20]=[C:19]([C:21]2[C:22]([O:27]C)=[N:23][CH:24]=[CH:25][CH:26]=2)[CH:18]=[CH:17][C:3]=1[CH2:4][CH:5]1[CH2:9][CH2:8][N:7]([CH:10]2[CH2:15][CH2:14][CH2:13][CH2:12][CH2:11]2)[C:6]1=[O:16]. (7) Given the product [C:1]([O:5][C:6](=[O:35])[NH:7][C:8]1([C:12]2[CH:17]=[CH:16][C:15]([C:18]3[C:27]([C:28]4[CH:33]=[CH:32][CH:31]=[CH:30][CH:29]=4)=[CH:26][C:25]4[C:24]5=[N:38][NH:37][C:36](=[O:39])[N:23]5[CH2:22][CH2:21][C:20]=4[N:19]=3)=[CH:14][CH:13]=2)[CH2:11][CH2:10][CH2:9]1)([CH3:4])([CH3:3])[CH3:2], predict the reactants needed to synthesize it. The reactants are: [C:1]([O:5][C:6](=[O:35])[NH:7][C:8]1([C:12]2[CH:17]=[CH:16][C:15]([C:18]3[C:27]([C:28]4[CH:33]=[CH:32][CH:31]=[CH:30][CH:29]=4)=[CH:26][C:25]4[C:24](=S)[NH:23][CH2:22][CH2:21][C:20]=4[N:19]=3)=[CH:14][CH:13]=2)[CH2:11][CH2:10][CH2:9]1)([CH3:4])([CH3:3])[CH3:2].[C:36](OCC)(=[O:39])[NH:37][NH2:38].